This data is from NCI-60 drug combinations with 297,098 pairs across 59 cell lines. The task is: Regression. Given two drug SMILES strings and cell line genomic features, predict the synergy score measuring deviation from expected non-interaction effect. (1) Drug 1: CN1CCC(CC1)COC2=C(C=C3C(=C2)N=CN=C3NC4=C(C=C(C=C4)Br)F)OC. Drug 2: CC1=C2C(C(=O)C3(C(CC4C(C3C(C(C2(C)C)(CC1OC(=O)C(C(C5=CC=CC=C5)NC(=O)OC(C)(C)C)O)O)OC(=O)C6=CC=CC=C6)(CO4)OC(=O)C)O)C)O. Cell line: NCI-H322M. Synergy scores: CSS=51.3, Synergy_ZIP=7.27, Synergy_Bliss=8.13, Synergy_Loewe=3.89, Synergy_HSA=10.7. (2) Drug 1: C1=CC(=C2C(=C1NCCNCCO)C(=O)C3=C(C=CC(=C3C2=O)O)O)NCCNCCO. Drug 2: CCCCCOC(=O)NC1=NC(=O)N(C=C1F)C2C(C(C(O2)C)O)O. Cell line: 786-0. Synergy scores: CSS=59.9, Synergy_ZIP=0.252, Synergy_Bliss=-1.08, Synergy_Loewe=-39.8, Synergy_HSA=-0.683.